The task is: Predict the product of the given reaction.. This data is from Forward reaction prediction with 1.9M reactions from USPTO patents (1976-2016). (1) Given the reactants [CH2:1]([O:8][CH2:9][CH:10]([NH:24][S:25]([C:28]1[C:37]2[C:32](=[CH:33][CH:34]=[CH:35][CH:36]=2)[C:31]([CH3:38])=[CH:30][CH:29]=1)(=[O:27])=[O:26])[CH:11]1[CH2:16][CH2:15][N:14](C(OC(C)(C)C)=O)[CH2:13][CH2:12]1)[C:2]1[CH:7]=[CH:6][CH:5]=[CH:4][CH:3]=1.C(O)(C(F)(F)F)=O, predict the reaction product. The product is: [CH2:1]([O:8][CH2:9][CH:10]([NH:24][S:25]([C:28]1[C:37]2[C:32](=[CH:33][CH:34]=[CH:35][CH:36]=2)[C:31]([CH3:38])=[CH:30][CH:29]=1)(=[O:27])=[O:26])[CH:11]1[CH2:12][CH2:13][NH:14][CH2:15][CH2:16]1)[C:2]1[CH:7]=[CH:6][CH:5]=[CH:4][CH:3]=1. (2) The product is: [CH2:29]([N:8]1[C:9](=[O:26])[C:10]([CH2:11][C:12]2[CH:17]=[CH:16][C:15]([C:18]3[C:19]([C:24]#[N:25])=[CH:20][CH:21]=[CH:22][CH:23]=3)=[CH:14][CH:13]=2)=[C:5]([CH2:1][CH2:2][CH2:3][CH3:4])[N:6]=[C:7]1[CH2:27][CH3:28])[C:30]1[CH:35]=[CH:34][CH:33]=[CH:32][CH:31]=1. Given the reactants [CH2:1]([C:5]1[N:6]=[C:7]([CH2:27][CH3:28])[NH:8][C:9](=[O:26])[C:10]=1[CH2:11][C:12]1[CH:17]=[CH:16][C:15]([C:18]2[C:19]([C:24]#[N:25])=[CH:20][CH:21]=[CH:22][CH:23]=2)=[CH:14][CH:13]=1)[CH2:2][CH2:3][CH3:4].[CH2:29](Br)[C:30]1[CH:35]=[CH:34][CH:33]=[CH:32][CH:31]=1.C(=O)([O-])[O-].[Cs+].[Cs+], predict the reaction product. (3) Given the reactants C([N-]C(C)C)(C)C.[Li+].C([Li])CCC.C(NC(C)C)(C)C.[CH3:21][CH:22]([CH3:37])[C:23]([O:25][CH2:26][C:27]1[CH:32]=[CH:31][CH:30]=[C:29]([C:33]([F:36])([F:35])[F:34])[CH:28]=1)=[O:24].[N:38]1[CH:43]=[CH:42][CH:41]=[C:40]([CH:44]=[O:45])[CH:39]=1, predict the reaction product. The product is: [OH:45][CH:44]([C:40]1[CH:39]=[N:38][CH:43]=[CH:42][CH:41]=1)[C:22]([CH3:37])([CH3:21])[C:23]([O:25][CH2:26][C:27]1[CH:32]=[CH:31][CH:30]=[C:29]([C:33]([F:34])([F:35])[F:36])[CH:28]=1)=[O:24]. (4) Given the reactants [CH2:1](OC[CH:7]1[CH2:12][CH2:11]C(COCC2OC2)[CH2:9][CH2:8]1)C1[O:4][CH2:3]1.C([O:39][C:36]1[CH:37]=[CH:38][C:33](C([C:33]2[CH:38]=[CH:37][C:36]([O:39]CC3OC3)=[CH:35][CH:34]=2)(C)C)=[CH:34][CH:35]=1)C1OC1.[CH3:44][CH:45](OC(C)=O)[CH2:46][O:47]C.C1(O)C=CC=CC=1, predict the reaction product. The product is: [CH2:3]=[O:4].[CH3:11][C:12]1[C:45]([CH3:44])=[C:46]([OH:47])[CH:9]=[CH:8][CH:7]=1.[CH3:1][C:35]1[CH:34]=[CH:33][CH:38]=[CH:37][C:36]=1[OH:39]. (5) Given the reactants [CH2:1]([O:8][C:9]1[CH:10]=[CH:11][C:12]2[O:16][C:15]([CH2:17][OH:18])=[CH:14][C:13]=2[CH:19]=1)[C:2]1[CH:7]=[CH:6][CH:5]=[CH:4][CH:3]=1.[H-].[Na+].[CH2:22](Br)[CH3:23], predict the reaction product. The product is: [CH2:1]([O:8][C:9]1[CH:10]=[CH:11][C:12]2[O:16][C:15]([CH2:17][O:18][CH2:22][CH3:23])=[CH:14][C:13]=2[CH:19]=1)[C:2]1[CH:3]=[CH:4][CH:5]=[CH:6][CH:7]=1. (6) Given the reactants [CH2:1]([O:4][C:5]1[CH:10]=[CH:9][C:8]([C:11]2[N:12]=[CH:13][C:14]([CH2:17]O)=[N:15][CH:16]=2)=[C:7]([C:19]([F:22])([F:21])[F:20])[CH:6]=1)[CH2:2][CH3:3].S([O-])(=O)(=O)C.[F:28][C:29]1[C:34]([F:35])=[CH:33][CH:32]=[CH:31][C:30]=1[C:36]1[N:44]=[C:39]2[CH:40]=[N:41][NH:42][CH:43]=[C:38]2[N:37]=1, predict the reaction product. The product is: [F:28][C:29]1[C:34]([F:35])=[CH:33][CH:32]=[CH:31][C:30]=1[C:36]1[N:44]=[C:39]2[CH:40]=[N:41][N:42]([CH2:17][C:14]3[CH:13]=[N:12][C:11]([C:8]4[CH:9]=[CH:10][C:5]([O:4][CH2:1][CH2:2][CH3:3])=[CH:6][C:7]=4[C:19]([F:22])([F:21])[F:20])=[CH:16][N:15]=3)[CH:43]=[C:38]2[N:37]=1. (7) Given the reactants [OH:1][C:2]1[CH:7]=[CH:6][C:5]([C:8]2[C:9]([CH3:15])=[CH:10][C:11](=[O:14])[NH:12][N:13]=2)=[CH:4][CH:3]=1.N1C=CN=C1.[Si:21](Cl)([C:24]([CH3:27])([CH3:26])[CH3:25])([CH3:23])[CH3:22].[Cl-].[NH4+], predict the reaction product. The product is: [Si:21]([O:1][C:2]1[CH:7]=[CH:6][C:5]([C:8]2[C:9]([CH3:15])=[CH:10][C:11](=[O:14])[NH:12][N:13]=2)=[CH:4][CH:3]=1)([C:24]([CH3:27])([CH3:26])[CH3:25])([CH3:23])[CH3:22].